This data is from Forward reaction prediction with 1.9M reactions from USPTO patents (1976-2016). The task is: Predict the product of the given reaction. (1) Given the reactants [ClH:1].[CH2:2]([C:5]1[N:6]=[C:7]([NH2:10])[NH:8][CH:9]=1)[C:3]#[CH:4].[N:11]([CH2:14][C:15]1[CH:19]=[CH:18][S:17][CH:16]=1)=[N+:12]=[N-:13], predict the reaction product. The product is: [ClH:1].[S:17]1[CH:18]=[CH:19][C:15]([CH2:14][N:11]2[CH:4]=[C:3]([CH2:2][C:5]3[N:6]=[C:7]([NH2:10])[NH:8][CH:9]=3)[N:13]=[N:12]2)=[CH:16]1. (2) Given the reactants [CH3:1][C:2]1[O:6][C:5]([C:7]([NH:9][C:10]([C:13]2[N:19]([CH3:20])[C:17](=[O:18])[C:16]([OH:21])=[C:15]([C:22]([NH:24][CH2:25][C:26]3[CH:27]=[CH:28][C:29]([F:32])=[CH:30][CH:31]=3)=[O:23])[N:14]=2)([CH3:12])[CH3:11])=[O:8])=[N:4][N:3]=1.[CH:33]([NH:36][CH:37]([CH3:39])[CH3:38])([CH3:35])[CH3:34], predict the reaction product. The product is: [CH3:1][C:2]1[O:6][C:5]([C:7]([NH:9][C:10]([C:13]2[N:19]([CH3:20])[C:17](=[O:18])[C:16]([OH:21])=[C:15]([C:22]([NH:24][CH2:25][C:26]3[CH:27]=[CH:28][C:29]([F:32])=[CH:30][CH:31]=3)=[O:23])[N:14]=2)([CH3:12])[CH3:11])=[O:8])=[N:4][N:3]=1.[CH:33]([NH:36][CH:37]([CH3:39])[CH3:38])([CH3:35])[CH3:34]. (3) Given the reactants [Cl:1][C:2]1[CH:3]=[C:4]2[C:9](=[CH:10][CH:11]=1)[O:8][CH:7]=[C:6]([CH:12]=O)[C:5]2=[O:14].[CH2:15]([O:17][C:18]([C:20]#[C:21][C:22]([O:24][CH2:25][CH3:26])=[O:23])=[O:19])[CH3:16].C1(P(C2C=CC=CC=2)C2C=CC=CC=2)C=CC=CC=1.[NH2:46][CH2:47][CH2:48][C:49]1[C:57]2[C:52](=[CH:53][CH:54]=[CH:55][CH:56]=2)[NH:51][CH:50]=1, predict the reaction product. The product is: [CH2:25]([O:24][C:22]([C:21]1[C:20]2([C:18]([O:17][CH2:15][CH3:16])=[O:19])[N:46]([CH2:47][CH2:48][C:49]3[C:57]4[C:52](=[CH:53][CH:54]=[CH:55][CH:56]=4)[NH:51][C:50]=32)[CH:7]=[C:6]([C:5](=[O:14])[C:4]2[CH:3]=[C:2]([Cl:1])[CH:11]=[CH:10][C:9]=2[OH:8])[CH:12]=1)=[O:23])[CH3:26]. (4) Given the reactants [Cl:1][C:2]1[N:10]=[C:9]2[C:5]([N:6]=[CH:7][N:8]2[CH:11]([CH3:16])[C:12]([O:14][CH3:15])=[O:13])=[C:4](Cl)[N:3]=1.[NH2:18][CH2:19][CH2:20][C:21]1[C:29]2[C:24](=[CH:25][CH:26]=[CH:27][CH:28]=2)[NH:23][CH:22]=1, predict the reaction product. The product is: [NH:23]1[C:24]2[C:29](=[CH:28][CH:27]=[CH:26][CH:25]=2)[C:21]([CH2:20][CH2:19][NH:18][C:4]2[N:3]=[C:2]([Cl:1])[N:10]=[C:9]3[C:5]=2[N:6]=[CH:7][N:8]3[CH:11]([CH3:16])[C:12]([O:14][CH3:15])=[O:13])=[CH:22]1. (5) Given the reactants Cl[N:2]1[C:6](=O)[CH2:5][CH2:4][C:3]1=O.[C:9]([O-:14])(=[O:13])[CH2:10][CH:11]=[CH2:12].C(=O)([O-])[O-].[Na+].[Na+].[CH2:21]1[CH2:25]OC[CH2:22]1.[OH2:26], predict the reaction product. The product is: [CH2:12]1[C:6]([C:5]2[CH:25]=[CH:21][CH:22]=[CH:3][CH:4]=2)=[N:2][O:26][CH:11]1[CH2:10][C:9]([OH:14])=[O:13]. (6) The product is: [CH3:1][O:2][C:3]1[N:4]=[CH:5][C:6]([CH2:9][CH2:10][C:11]([O:13][CH3:14])=[O:12])=[CH:7][N:8]=1. Given the reactants [CH3:1][O:2][C:3]1[N:8]=[CH:7][C:6](/[CH:9]=[CH:10]/[C:11]([O:13][CH3:14])=[O:12])=[CH:5][N:4]=1, predict the reaction product. (7) Given the reactants [Cl:1][CH2:2][C:3](=[O:9])[CH2:4][C:5]([O:7][CH3:8])=[O:6].[CH2:10](O)[CH:11]=C, predict the reaction product. The product is: [Cl:1][CH2:2][C:3](=[O:9])[CH2:4][C:5]([O:7][CH2:8][CH:10]=[CH2:11])=[O:6].